This data is from Catalyst prediction with 721,799 reactions and 888 catalyst types from USPTO. The task is: Predict which catalyst facilitates the given reaction. Reactant: C(=O)([O-])[O-].[Cs+].[Cs+].[Cl:7][C:8]1[CH:9]=[C:10](F)[C:11]([C:14]#[N:15])=[N:12][CH:13]=1.CN1C(=O)CCC1.[C:24]([O:28][CH2:29][CH3:30])(=[O:27])[CH2:25][OH:26]. Product: [Cl:7][C:8]1[CH:9]=[C:10]([O:26][CH2:25][C:24]([O:28][CH2:29][CH3:30])=[O:27])[C:11]([C:14]#[N:15])=[N:12][CH:13]=1. The catalyst class is: 161.